Predict the product of the given reaction. From a dataset of Forward reaction prediction with 1.9M reactions from USPTO patents (1976-2016). (1) Given the reactants [NH:1]1[C:5]([C:6]2[CH:7]=[C:8]([CH:10]=[CH:11][CH:12]=2)[NH2:9])=[N:4][N:3]=[N:2]1.[CH3:13][O:14][C:15](=[O:25])[C:16]1[CH:24]=[CH:23][CH:22]=[C:18]([C:19]([O-])=[O:20])[CH:17]=1, predict the reaction product. The product is: [CH3:13][O:14][C:15](=[O:25])[C:16]1[CH:24]=[CH:23][CH:22]=[C:18]([C:19]([NH:9][C:8]2[CH:10]=[CH:11][CH:12]=[C:6]([C:5]3[NH:1][N:2]=[N:3][N:4]=3)[CH:7]=2)=[O:20])[CH:17]=1. (2) Given the reactants [CH2:1]([O:3][C:4]1[CH:9]=[CH:8][C:7]([CH2:10][C:11]([NH:13][C:14]2[CH:19]=[C:18]([NH:20][CH3:21])[CH:17]=[CH:16][C:15]=2[N+:22]([O-:24])=[O:23])=[O:12])=[CH:6][CH:5]=1)[CH3:2].ClC(Cl)(O[C:29](=[O:35])OC(Cl)(Cl)Cl)Cl.[CH:37]([NH2:40])([CH3:39])[CH3:38], predict the reaction product. The product is: [CH3:21][N:20]([C:29]([NH:40][CH:37]([CH3:39])[CH3:38])=[O:35])[C:18]1[CH:17]=[CH:16][C:15]([N+:22]([O-:24])=[O:23])=[C:14]([NH:13][C:11](=[O:12])[CH2:10][C:7]2[CH:6]=[CH:5][C:4]([O:3][CH2:1][CH3:2])=[CH:9][CH:8]=2)[CH:19]=1.